Dataset: Full USPTO retrosynthesis dataset with 1.9M reactions from patents (1976-2016). Task: Predict the reactants needed to synthesize the given product. (1) Given the product [CH2:34]([N:20]([CH2:18][CH3:19])[CH2:21][CH2:22][NH:23][C:24]([C:26]1[C:30]([CH3:31])=[C:29]([CH:32]=[C:10]2[C:9]3[C:13](=[CH:14][CH:15]=[CH:16][C:8]=3[C:4]3[CH:5]=[CH:6][CH:7]=[C:2]([F:1])[CH:3]=3)[NH:12][C:11]2=[O:17])[NH:28][CH:27]=1)=[O:25])[CH3:35], predict the reactants needed to synthesize it. The reactants are: [F:1][C:2]1[CH:3]=[C:4]([C:8]2[CH:16]=[CH:15][CH:14]=[C:13]3[C:9]=2[CH2:10][C:11](=[O:17])[NH:12]3)[CH:5]=[CH:6][CH:7]=1.[CH2:18]([N:20]([CH2:34][CH3:35])[CH2:21][CH2:22][NH:23][C:24]([C:26]1[C:30]([CH3:31])=[C:29]([CH:32]=O)[NH:28][CH:27]=1)=[O:25])[CH3:19]. (2) Given the product [CH2:1]([O:3][C:4]([C:6]1([C:9]2[CH:10]=[CH:11][C:12]([C:15]3[CH:20]=[CH:19][C:18]([C:21]4[O:25][N:24]=[C:23]([CH3:26])[C:22]=4[NH:27][C:29]4[CH:34]=[CH:33][CH:32]=[C:31]([S:35][C:36]5[CH:41]=[CH:40][CH:39]=[CH:38][CH:37]=5)[N:30]=4)=[CH:17][CH:16]=3)=[CH:13][CH:14]=2)[CH2:8][CH2:7]1)=[O:5])[CH3:2], predict the reactants needed to synthesize it. The reactants are: [CH2:1]([O:3][C:4]([C:6]1([C:9]2[CH:14]=[CH:13][C:12]([C:15]3[CH:20]=[CH:19][C:18]([C:21]4[O:25][N:24]=[C:23]([CH3:26])[C:22]=4[NH2:27])=[CH:17][CH:16]=3)=[CH:11][CH:10]=2)[CH2:8][CH2:7]1)=[O:5])[CH3:2].Br[C:29]1[CH:34]=[CH:33][CH:32]=[C:31]([S:35][C:36]2[CH:41]=[CH:40][CH:39]=[CH:38][CH:37]=2)[N:30]=1. (3) Given the product [CH2:12]([O:19][C:20]1[CH:21]=[CH:22][C:23]([O:26][CH2:27][C:28]2([CH3:30])[CH2:29][O:9]2)=[CH:24][CH:25]=1)[C:13]1[CH:14]=[CH:15][CH:16]=[CH:17][CH:18]=1, predict the reactants needed to synthesize it. The reactants are: ClC1C=CC=C(C(OO)=[O:9])C=1.[CH2:12]([O:19][C:20]1[CH:25]=[CH:24][C:23]([O:26][CH2:27][C:28]([CH3:30])=[CH2:29])=[CH:22][CH:21]=1)[C:13]1[CH:18]=[CH:17][CH:16]=[CH:15][CH:14]=1.[O-]S([O-])=O.[Na+].[Na+]. (4) Given the product [CH2:1]([N:3]1[CH:7]=[C:6]([C:8]2[CH:13]=[CH:12][N:11]=[C:10]3[NH:14][CH:15]=[CH:16][C:9]=23)[C:5]([C:17]2[CH:23]=[CH:22][C:20]([NH:21][C:25](=[O:26])[O:27][CH3:28])=[CH:19][CH:18]=2)=[N:4]1)[CH3:2], predict the reactants needed to synthesize it. The reactants are: [CH2:1]([N:3]1[CH:7]=[C:6]([C:8]2[CH:13]=[CH:12][N:11]=[C:10]3[NH:14][CH:15]=[CH:16][C:9]=23)[C:5]([C:17]2[CH:23]=[CH:22][C:20]([NH2:21])=[CH:19][CH:18]=2)=[N:4]1)[CH3:2].Cl[C:25]([O:27][CH3:28])=[O:26]. (5) Given the product [NH:1]([C:34]([O:36][CH2:37][CH:38]1[C:39]2[C:44](=[CH:43][CH:42]=[CH:41][CH:40]=2)[C:45]2[C:50]1=[CH:49][CH:48]=[CH:47][CH:46]=2)=[O:35])[C@H:2]([C:14]([N:16]([CH3:33])[C@H:17]([C:25]([NH:27][C@H:28]([C:30]([OH:32])=[O:31])[CH3:29])=[O:26])[CH2:18][C:19]1[CH:20]=[CH:21][CH:22]=[CH:23][CH:24]=1)=[O:15])[CH2:3][C:4](=[O:5])[OH:13], predict the reactants needed to synthesize it. The reactants are: [NH:1]([C:34]([O:36][CH2:37][CH:38]1[C:50]2[C:45](=[CH:46][CH:47]=[CH:48][CH:49]=2)[C:44]2[C:39]1=[CH:40][CH:41]=[CH:42][CH:43]=2)=[O:35])[C@H:2]([C:14]([N:16]([CH3:33])[C@H:17]([C:25]([NH:27][C@H:28]([C:30]([OH:32])=[O:31])[CH3:29])=[O:26])[CH2:18][C:19]1[CH:24]=[CH:23][CH:22]=[CH:21][CH:20]=1)=[O:15])[CH2:3][C:4](=[O:13])[O:5]CC1C=CC=CC=1.[H][H]. (6) Given the product [Cl:23][C:24]1[CH:25]=[C:26]([CH:28]=[CH:29][C:30]=1[F:31])[NH:27][C:42]1[C:43]2[C:48](=[CH:47][CH:46]=[CH:45][CH:44]=2)[C:39]([CH2:38][C:35]2[CH:36]=[CH:37][N:32]=[CH:33][CH:34]=2)=[N:40][N:41]=1, predict the reactants needed to synthesize it. The reactants are: O=P12OP3(OP(OP(O3)(O1)=O)(=O)O2)=O.Cl.C(N(CC)CC)C.[Cl:23][C:24]1[CH:25]=[C:26]([CH:28]=[CH:29][C:30]=1[F:31])[NH2:27].[N:32]1[CH:37]=[CH:36][C:35]([CH2:38][C:39]2[C:48]3[C:43](=[CH:44][CH:45]=[CH:46][CH:47]=3)[C:42](=O)[NH:41][N:40]=2)=[CH:34][CH:33]=1.[OH-].[Na+]. (7) Given the product [C:15]([O:19][C:20]([N:22]1[CH2:26][C@@H:25]([OH:27])[CH2:24][C@@H:23]1[C@H:28]1[O:32][C:31]([CH3:33])([CH3:34])[N:30]([C:35](=[O:37])[CH3:36])[C@H:29]1[CH2:38][C:39]1[CH:40]=[C:41]([F:46])[CH:42]=[C:43]([F:45])[CH:44]=1)=[O:21])([CH3:16])([CH3:17])[CH3:18], predict the reactants needed to synthesize it. The reactants are: N(C(OC(C)C)=O)=NC(OC(C)C)=O.[C:15]([O:19][C:20]([N:22]1[CH2:26][C@H:25]([OH:27])[CH2:24][C@@H:23]1[C@H:28]1[O:32][C:31]([CH3:34])([CH3:33])[N:30]([C:35](=[O:37])[CH3:36])[C@H:29]1[CH2:38][C:39]1[CH:44]=[C:43]([F:45])[CH:42]=[C:41]([F:46])[CH:40]=1)=[O:21])([CH3:18])([CH3:17])[CH3:16].C(O)(=O)C.C[Si](C)(C)CCOC(=O)C1C=CC(P(C2C=CC=CC=2)C2C=CC=CC=2)=CC=1.[F-].C([N+](CCCC)(CCCC)CCCC)CCC.[OH-].[Na+].